This data is from Forward reaction prediction with 1.9M reactions from USPTO patents (1976-2016). The task is: Predict the product of the given reaction. (1) Given the reactants [ClH:1].C([O:9][C:10]1[CH:11]=[C:12]([S:16]([N:19]([CH3:32])[C@H:20]2[CH2:24][CH2:23][C@@H:22]([N:25]3[CH2:30][CH2:29][CH:28]([CH3:31])[CH2:27][CH2:26]3)[CH2:21]2)(=[O:18])=[O:17])[CH:13]=[CH:14][CH:15]=1)C1C=CC=CC=1, predict the reaction product. The product is: [ClH:1].[OH:9][C:10]1[CH:11]=[C:12]([S:16]([N:19]([CH3:32])[C@H:20]2[CH2:24][CH2:23][C@@H:22]([N:25]3[CH2:26][CH2:27][CH:28]([CH3:31])[CH2:29][CH2:30]3)[CH2:21]2)(=[O:18])=[O:17])[CH:13]=[CH:14][CH:15]=1. (2) Given the reactants [Br:1][C:2]1[CH:7]=[CH:6][C:5]([NH:8][C:9](=[CH:14][C:15]([O-:17])=O)[C:10]([O:12][CH3:13])=[O:11])=[C:4]([O:18][CH3:19])[CH:3]=1, predict the reaction product. The product is: [CH3:13][O:12][C:10]([C:9]1[CH:14]=[C:15]([OH:17])[C:6]2[C:5](=[C:4]([O:18][CH3:19])[CH:3]=[C:2]([Br:1])[CH:7]=2)[N:8]=1)=[O:11]. (3) Given the reactants [Br:1][C:2]1[CH:7]=[CH:6][C:5]([C:8](=[O:17])/[CH:9]=[CH:10]/[C:11]2[CH:16]=[CH:15][CH:14]=[CH:13][CH:12]=2)=[CH:4][CH:3]=1.[N+:18]([CH3:21])([O-:20])=[O:19].C(NCC)C, predict the reaction product. The product is: [Br:1][C:2]1[CH:3]=[CH:4][C:5]([C:8](=[O:17])[CH2:9][CH:10]([C:11]2[CH:12]=[CH:13][CH:14]=[CH:15][CH:16]=2)[CH2:21][N+:18]([O-:20])=[O:19])=[CH:6][CH:7]=1. (4) Given the reactants [F:1][C:2]1[C:7]([F:8])=[CH:6][CH:5]=[CH:4][C:3]=1[C:9]1[N:17]=[C:12]2[CH:13]=[N:14][NH:15][CH:16]=[C:11]2[N:10]=1.Br[CH2:19][C:20]1[CH:21]=[CH:22][C:23]([C:26]2[CH:31]=[CH:30][C:29]([C:32]3[CH:37]=[CH:36][N:35]=[CH:34][CH:33]=3)=[CH:28][C:27]=2[C:38]([F:41])([F:40])[F:39])=[N:24][CH:25]=1, predict the reaction product. The product is: [F:1][C:2]1[C:7]([F:8])=[CH:6][CH:5]=[CH:4][C:3]=1[C:9]1[N:17]=[C:12]2[CH:13]=[N:14][N:15]([CH2:19][C:20]3[CH:25]=[N:24][C:23]([C:26]4[CH:31]=[CH:30][C:29]([C:32]5[CH:37]=[CH:36][N:35]=[CH:34][CH:33]=5)=[CH:28][C:27]=4[C:38]([F:41])([F:39])[F:40])=[CH:22][CH:21]=3)[CH:16]=[C:11]2[N:10]=1. (5) The product is: [CH:22]1([CH:25]([C:15]2[C:14]([F:13])=[CH:19][N:18]=[C:17]([O:20][CH3:21])[CH:16]=2)[OH:26])[CH2:24][CH2:23]1. Given the reactants C([Li])CCC.C(NC(C)C)(C)C.[F:13][C:14]1[CH:15]=[CH:16][C:17]([O:20][CH3:21])=[N:18][CH:19]=1.[CH:22]1([CH:25]=[O:26])[CH2:24][CH2:23]1.[Cl-].[NH4+], predict the reaction product. (6) Given the reactants [CH:1]1([NH:4][C:5]2[N:13]=[C:12]([NH:14]C(=O)C(C)C)[N:11]=[C:10]3[C:6]=2[N:7]=[CH:8][N:9]3[C@@H:20]2[CH2:24][C@H:23]([CH2:25][OH:26])[CH:22]=[CH:21]2)[CH2:3][CH2:2]1.[OH-].[Na+], predict the reaction product. The product is: [CH:8]1[N:9]([C@H:20]2[CH:21]=[CH:22][C@@H:23]([CH2:25][OH:26])[CH2:24]2)[C:10]2[N:11]=[C:12]([NH2:14])[N:13]=[C:5]([NH:4][CH:1]3[CH2:2][CH2:3]3)[C:6]=2[N:7]=1.